Dataset: Catalyst prediction with 721,799 reactions and 888 catalyst types from USPTO. Task: Predict which catalyst facilitates the given reaction. (1) Reactant: Cl[C:2]1[C:11]2[C:6](=[CH:7][CH:8]=[C:9]([O:12][CH3:13])[CH:10]=2)[N:5]=[C:4]([C:14]2[CH:22]=[CH:21][C:17]([C:18]([OH:20])=[O:19])=[CH:16][CH:15]=2)[C:3]=1[F:23]. Product: [F:23][C:3]1[C:4]([C:14]2[CH:22]=[CH:21][C:17]([C:18]([OH:20])=[O:19])=[CH:16][CH:15]=2)=[N:5][C:6]2[C:11]([CH:2]=1)=[CH:10][C:9]([O:12][CH3:13])=[CH:8][CH:7]=2. The catalyst class is: 19. (2) Reactant: [C:1]([CH:3]1[CH2:8][CH2:7][NH:6][CH2:5][CH2:4]1)#[N:2].C(O[C:12]1(O[Si](C)(C)C)[CH2:14][CH2:13]1)C.C(O)(=O)C.C([BH3-])#N.[Na+]. Product: [CH:12]1([N:6]2[CH2:7][CH2:8][CH:3]([C:1]#[N:2])[CH2:4][CH2:5]2)[CH2:14][CH2:13]1. The catalyst class is: 5.